Predict the reactants needed to synthesize the given product. From a dataset of Full USPTO retrosynthesis dataset with 1.9M reactions from patents (1976-2016). (1) Given the product [Cl:1][C:2]1[CH:7]=[C:6]([Cl:8])[CH:5]=[CH:4][C:3]=1[C:9]1[N:10]=[C:11](/[CH:16]=[CH:17]/[C:18]2[CH:19]=[CH:20][C:21]([C:24]3[CH:29]=[CH:28][C:27]([C:30]4[N:31]([CH2:42][CH3:43])[C:32]5[CH:38]=[C:37]([C:39]([OH:41])=[O:40])[CH:36]=[CH:35][C:33]=5[N:34]=4)=[CH:26][CH:25]=3)=[CH:22][CH:23]=2)[N:12]([CH2:14][CH3:15])[CH:13]=1, predict the reactants needed to synthesize it. The reactants are: [Cl:1][C:2]1[CH:7]=[C:6]([Cl:8])[CH:5]=[CH:4][C:3]=1[C:9]1[N:10]=[C:11](/[CH:16]=[CH:17]/[C:18]2[CH:23]=[CH:22][C:21]([C:24]3[CH:29]=[CH:28][C:27]([C:30]4[NH:34][C:33]5[CH:35]=[CH:36][C:37]([C:39]([OH:41])=[O:40])=[CH:38][C:32]=5[N:31]=4)=[CH:26][CH:25]=3)=[CH:20][CH:19]=2)[N:12]([CH2:14][CH3:15])[CH:13]=1.[CH2:42](Br)[CH3:43]. (2) Given the product [CH3:25][O:24][C:7]1[CH:6]=[CH:5][C:4]2[N:3]=[C:2]([NH:26][C:27]3[CH:28]=[CH:29][C:30]([CH2:33][C:34]([OH:36])=[O:35])=[CH:31][CH:32]=3)[C:11]3=[N:12][NH:13][CH:14]=[C:10]3[C:9]=2[CH:8]=1, predict the reactants needed to synthesize it. The reactants are: Cl[C:2]1[C:11]2=[N:12][N:13](CC3C=CC(OC)=CC=3)[CH:14]=[C:10]2[C:9]2[CH:8]=[C:7]([O:24][CH3:25])[CH:6]=[CH:5][C:4]=2[N:3]=1.[NH2:26][C:27]1[CH:32]=[CH:31][C:30]([CH2:33][C:34]([OH:36])=[O:35])=[CH:29][CH:28]=1.Cl. (3) Given the product [NH2:12][C@:13]1([C:18]([O:20][CH2:21][CH3:22])=[O:19])[CH2:15][C@H:14]1[CH:16]=[CH2:17], predict the reactants needed to synthesize it. The reactants are: C1(C)C=CC(S(O)(=O)=O)=CC=1.[NH2:12][C@:13]1([C:18]([O:20][CH2:21][CH3:22])=[O:19])[CH2:15][C@H:14]1[CH:16]=[CH2:17].C(OCC)(=O)C.C(=O)(O)[O-].[K+]. (4) Given the product [C:1]([O:5][C:6]([N:8]1[CH2:13][CH2:12][C:11]([CH2:15][O:16][S:24]([CH3:23])(=[O:26])=[O:25])([CH3:14])[CH2:10][CH2:9]1)=[O:7])([CH3:4])([CH3:3])[CH3:2], predict the reactants needed to synthesize it. The reactants are: [C:1]([O:5][C:6]([N:8]1[CH2:13][CH2:12][C:11]([CH2:15][OH:16])([CH3:14])[CH2:10][CH2:9]1)=[O:7])([CH3:4])([CH3:3])[CH3:2].N1C=CC=CC=1.[CH3:23][S:24](Cl)(=[O:26])=[O:25]. (5) The reactants are: C1(P(C2C=CC=CC=2)C2C=CC=CC=2)C=CC=CC=1.[CH2:20]([O:22][C:23](=O)[CH2:24][N:25]([CH2:33][CH2:34][N:35]=[N+]=[N-])[CH2:26][C:27]1[CH:32]=[CH:31][CH:30]=[CH:29][CH:28]=1)[CH3:21].C(N1CCN(CC)C(=O)C1)C1C=CC=CC=1. Given the product [CH2:26]([N:25]1[CH2:24][C:23]([O:22][CH2:20][CH3:21])=[N:35][CH2:34][CH2:33]1)[C:27]1[CH:32]=[CH:31][CH:30]=[CH:29][CH:28]=1, predict the reactants needed to synthesize it. (6) Given the product [C:1]1([B:7]([CH:9]([O:16][CH:17]([B:24]([C:26]2[CH:27]=[CH:28][CH:29]=[CH:30][CH:31]=2)[O:25][CH2:33][C:34]2[CH:39]=[CH:38][CH:37]=[CH:36][N:35]=2)[C:18]2[CH:19]=[CH:20][CH:21]=[CH:22][CH:23]=2)[C:10]2[CH:15]=[CH:14][CH:13]=[CH:12][CH:11]=2)[O:8][CH2:33][C:34]2[CH:39]=[CH:38][CH:37]=[CH:36][N:35]=2)[CH:2]=[CH:3][CH:4]=[CH:5][CH:6]=1, predict the reactants needed to synthesize it. The reactants are: [C:1]1([B:7]([CH:9]([O:16][CH:17]([B:24]([C:26]2[CH:31]=[CH:30][CH:29]=[CH:28][CH:27]=2)[OH:25])[C:18]2[CH:23]=[CH:22][CH:21]=[CH:20][CH:19]=2)[C:10]2[CH:15]=[CH:14][CH:13]=[CH:12][CH:11]=2)[OH:8])[CH:6]=[CH:5][CH:4]=[CH:3][CH:2]=1.O[CH2:33][C:34]1[CH:39]=[CH:38][CH:37]=[CH:36][N:35]=1.